From a dataset of Forward reaction prediction with 1.9M reactions from USPTO patents (1976-2016). Predict the product of the given reaction. (1) Given the reactants [C:1]1([N:7]2[C:15]3[C:10](=[CH:11][CH:12]=[CH:13][CH:14]=3)[C:9]([CH:16]=[O:17])=[C:8]2[N:18]2[CH2:23][CH2:22][NH:21][CH2:20][CH2:19]2)[CH:6]=[CH:5][CH:4]=[CH:3][CH:2]=1.[CH2:24]([CH:26]1[O:28][CH2:27]1)Br.C(=O)([O-])[O-].[K+].[K+], predict the reaction product. The product is: [O:28]1[CH2:27][CH:26]1[CH2:24][N:21]1[CH2:22][CH2:23][N:18]([C:8]2[N:7]([C:1]3[CH:2]=[CH:3][CH:4]=[CH:5][CH:6]=3)[C:15]3[C:10]([C:9]=2[CH:16]=[O:17])=[CH:11][CH:12]=[CH:13][CH:14]=3)[CH2:19][CH2:20]1. (2) Given the reactants [F:1][C:2]([F:7])([F:6])[C:3]([OH:5])=[O:4].[N:8]1[CH:13]=[CH:12][C:11]([NH:14][S:15]([C:18]2[CH:27]=[CH:26][C:25]3[C:20](=[CH:21][CH:22]=[CH:23][C:24]=3[C:28]3[CH:33]=[CH:32][C:31]([C:34]([F:37])([F:36])[F:35])=[CH:30][C:29]=3[C:38]3[CH2:39][CH2:40][NH:41][CH2:42][CH:43]=3)[CH:19]=2)(=[O:17])=[O:16])=[N:10][CH:9]=1.C=O.[Na], predict the reaction product. The product is: [F:1][C:2]([F:7])([F:6])[C:3]([OH:5])=[O:4].[CH3:2][N:41]1[CH2:40][CH:39]=[C:38]([C:29]2[CH:30]=[C:31]([C:34]([F:35])([F:36])[F:37])[CH:32]=[CH:33][C:28]=2[C:24]2[CH:23]=[CH:22][CH:21]=[C:20]3[C:25]=2[CH:26]=[CH:27][C:18]([S:15]([NH:14][C:11]2[CH:12]=[CH:13][N:8]=[CH:9][N:10]=2)(=[O:17])=[O:16])=[CH:19]3)[CH2:43][CH2:42]1. (3) The product is: [I:1][C:2]1[CH:3]=[CH:4][C:5]([C:8]2([C:11]([N:22]3[CH2:23][CH2:28][CH2:27][CH2:26][CH2:25]3)=[O:13])[CH2:9][CH2:10]2)=[CH:6][CH:7]=1. Given the reactants [I:1][C:2]1[CH:7]=[CH:6][C:5]([C:8]2([C:11]([OH:13])=O)[CH2:10][CH2:9]2)=[CH:4][CH:3]=1.[CH2:26]1[CH2:25]C[CH:23]([N:22]=C=[N:22][CH:23]2[CH2:28][CH2:27][CH2:26][CH2:25]C2)[CH2:28][CH2:27]1.FC1C(O)=C(F)C(F)=C(F)C=1F.N1CCCCC1, predict the reaction product. (4) Given the reactants CI.[CH3:3][N:4]([C:14]1[CH:19]=[CH:18][CH:17]=[CH:16][CH:15]=1)[C:5]1[CH:13]=[CH:12][C:8]([C:9]([OH:11])=[O:10])=[CH:7][CH:6]=1.[C:20]([O-])([O-])=O.[K+].[K+], predict the reaction product. The product is: [CH3:20][O:10][C:9](=[O:11])[C:8]1[CH:12]=[CH:13][C:5]([N:4]([CH3:3])[C:14]2[CH:19]=[CH:18][CH:17]=[CH:16][CH:15]=2)=[CH:6][CH:7]=1. (5) Given the reactants [ClH:1].[NH2:2][CH2:3][C:4]([OH:6])=[O:5].[N:7]#[C:8][NH2:9].[Na].Cl, predict the reaction product. The product is: [ClH:1].[O:5]=[C:4]([CH2:3][NH:2][C:8](=[NH:7])[NH2:9])[OH:6]. (6) Given the reactants [OH:1][C@@H:2]1[CH2:7][CH2:6][CH2:5][N:4]([C:8]([O:10][C:11]([CH3:14])([CH3:13])[CH3:12])=[O:9])[C@H:3]1[CH3:15].[H-].[Na+].Cl[C:19]1[N:24]=[CH:23][C:22]([C:25]([F:28])([F:27])[F:26])=[CH:21][N:20]=1, predict the reaction product. The product is: [CH3:15][C@H:3]1[C@H:2]([O:1][C:19]2[N:24]=[CH:23][C:22]([C:25]([F:28])([F:27])[F:26])=[CH:21][N:20]=2)[CH2:7][CH2:6][CH2:5][N:4]1[C:8]([O:10][C:11]([CH3:14])([CH3:13])[CH3:12])=[O:9]. (7) Given the reactants [N:1]1[CH:6]=[CH:5][CH:4]=[C:3](B(O)O)[CH:2]=1.Br[C:11]1[CH:12]=[CH:13][C:14]2[O:18][C:17](=[O:19])[N:16]([CH3:20])[C:15]=2[CH:21]=1.C([O-])([O-])=O.[Na+].[Na+], predict the reaction product. The product is: [CH3:20][N:16]1[C:15]2[CH:21]=[C:11]([C:3]3[CH:2]=[N:1][CH:6]=[CH:5][CH:4]=3)[CH:12]=[CH:13][C:14]=2[O:18][C:17]1=[O:19].